This data is from Forward reaction prediction with 1.9M reactions from USPTO patents (1976-2016). The task is: Predict the product of the given reaction. (1) Given the reactants [CH:1]1([CH2:4][O:5][C:6]2[N:11]=[C:10]([C:12]([OH:14])=O)[CH:9]=[CH:8][C:7]=2[N:15]2[CH2:18][C:17]([F:20])([F:19])[CH2:16]2)[CH2:3][CH2:2]1.[NH2:21][CH:22]([C:27]([F:30])([F:29])[F:28])[CH2:23][C:24]([NH2:26])=[O:25].CN(C(ON1N=NC2C=CC=CC1=2)=[N+](C)C)C.[B-](F)(F)(F)F.CCN(C(C)C)C(C)C, predict the reaction product. The product is: [C:24]([CH2:23][CH:22]([NH:21][C:12]([C:10]1[CH:9]=[CH:8][C:7]([N:15]2[CH2:18][C:17]([F:20])([F:19])[CH2:16]2)=[C:6]([O:5][CH2:4][CH:1]2[CH2:2][CH2:3]2)[N:11]=1)=[O:14])[C:27]([F:30])([F:29])[F:28])(=[O:25])[NH2:26]. (2) Given the reactants CCN=C=NCCCN(C)C.Cl.C1C=CC2N(O)N=NC=2C=1.[C:23]1([C@H:33]([N:35]([CH2:43][C@@H:44]2[C@@H:48]([C:49]3[CH:54]=[CH:53][CH:52]=[CH:51][CH:50]=3)[CH2:47][NH:46][CH2:45]2)[C:36](=[O:42])[O:37][C:38]([CH3:41])([CH3:40])[CH3:39])[CH3:34])[C:32]2[C:27](=[CH:28][CH:29]=[CH:30][CH:31]=2)[CH:26]=[CH:25][CH:24]=1.[C:55]([O:64][CH3:65])(=[O:63])[CH2:56][CH2:57][CH2:58][CH2:59][C:60]([O-])=[O:61], predict the reaction product. The product is: [C:38]([O:37][C:36]([N:35]([CH2:43][C@@:44]1([C:60](=[O:61])[CH2:59][CH2:58][CH2:57][CH2:56][C:55]([O:64][CH3:65])=[O:63])[C@H:48]([C:49]2[CH:50]=[CH:51][CH:52]=[CH:53][CH:54]=2)[CH2:47][NH:46][CH2:45]1)[C@@H:33]([C:23]1[C:32]2[C:27](=[CH:28][CH:29]=[CH:30][CH:31]=2)[CH:26]=[CH:25][CH:24]=1)[CH3:34])=[O:42])([CH3:40])([CH3:41])[CH3:39]. (3) The product is: [NH:30]1[C:38]2[C:33](=[CH:34][C:35]([C:13]3[CH:14]=[CH:15][C:16]([O:19][C@H:20]4[CH:27]5[CH2:28][N:23]6[CH2:24][CH:25]([CH2:29][CH:21]4[CH2:22]6)[CH2:26]5)=[N:17][CH:18]=3)=[CH:36][CH:37]=2)[CH:32]=[CH:31]1. Given the reactants C1(C)C=CC(S(O)(=O)=O)=CC=1.Br[C:13]1[CH:14]=[CH:15][C:16]([O:19][C@H:20]2[CH:27]3[CH2:28][N:23]4[CH2:24][CH:25]([CH2:29][CH:21]2[CH2:22]4)[CH2:26]3)=[N:17][CH:18]=1.[NH:30]1[C:38]2[C:33](=[CH:34][C:35](B(O)O)=[CH:36][CH:37]=2)[CH:32]=[CH:31]1.N, predict the reaction product. (4) Given the reactants COC(=O)C[C:5]1[CH:10]=[CH:9][CH:8]=[C:7]([N:11]2[C:16]([CH3:17])=[C:15]([C:18]3[N:22]([C:23]4[CH:28]=[CH:27][C:26]([C:29]#[N:30])=[CH:25][CH:24]=4)[N:21]=[CH:20][CH:19]=3)[C:14](=[O:31])[N:13]([CH3:32])[C:12]2=[O:33])[CH:6]=1.[OH-:35].[Na+].[O:37]1[CH2:41]CCC1, predict the reaction product. The product is: [C:29]([C:26]1[CH:27]=[CH:28][C:23]([N:22]2[C:18]([C:15]3[C:14](=[O:31])[N:13]([CH3:32])[C:12](=[O:33])[N:11]([C:7]4[CH:6]=[C:5]([CH:10]=[CH:9][CH:8]=4)[C:41]([OH:37])=[O:35])[C:16]=3[CH3:17])=[CH:19][CH:20]=[N:21]2)=[CH:24][CH:25]=1)#[N:30]. (5) The product is: [C:1]([C@H:5]1[CH2:10][CH2:9][C@H:8]([O:11][C:12]2[CH:13]=[C:14]3[C:19](=[CH:20][CH:21]=2)[CH:18]=[C:17]([CH2:22][N:31]2[CH2:32][CH2:33][CH2:34][C@@H:29]([C:27]([O:26][CH2:24][CH3:25])=[O:28])[CH2:30]2)[CH:16]=[CH:15]3)[CH2:7][CH2:6]1)([CH3:4])([CH3:3])[CH3:2]. Given the reactants [C:1]([CH:5]1[CH2:10][CH2:9][CH:8]([O:11][C:12]2[CH:13]=[C:14]3[C:19](=[CH:20][CH:21]=2)[CH:18]=[C:17]([CH:22]=O)[CH:16]=[CH:15]3)[CH2:7][CH2:6]1)([CH3:4])([CH3:3])[CH3:2].[CH2:24]([O:26][C:27]([C@@H:29]1[CH2:34][CH2:33][CH2:32][NH:31][CH2:30]1)=[O:28])[CH3:25].CO.C(O)(=O)C.C([BH3-])#N.[Na+], predict the reaction product. (6) Given the reactants [NH2:1][C:2]([CH3:25])([CH3:24])[C:3]([NH:5][C:6]1[S:7][C:8]([C:15](=[O:23])[C:16]2[CH:21]=[CH:20][C:19]([F:22])=[CH:18][CH:17]=2)=[C:9]([C:11]([F:14])([F:13])[F:12])[N:10]=1)=[O:4].[CH3:26][C:27]1([C:30](O)=[O:31])[CH2:29][CH2:28]1.C(N(CC)CC)C.CN(C(ON1N=NC2C=CC=CC1=2)=[N+](C)C)C.F[P-](F)(F)(F)(F)F, predict the reaction product. The product is: [F:22][C:19]1[CH:20]=[CH:21][C:16]([C:15]([C:8]2[S:7][C:6]([NH:5][C:3]([C:2]([NH:1][C:30]([C:27]3([CH3:26])[CH2:29][CH2:28]3)=[O:31])([CH3:25])[CH3:24])=[O:4])=[N:10][C:9]=2[C:11]([F:13])([F:14])[F:12])=[O:23])=[CH:17][CH:18]=1. (7) Given the reactants [CH2:1]([NH:8][C:9]1[CH:10]=[C:11]([C:15]2[C:23]3[C:18](=[N:19][C:20]([NH:24][CH2:25][CH2:26][N:27]4[CH2:32][CH2:31][O:30][CH2:29][CH2:28]4)=[N:21][CH:22]=3)[N:17](COCC[Si](C)(C)C)[N:16]=2)[CH:12]=[CH:13][CH:14]=1)[C:2]1[CH:7]=[CH:6][CH:5]=[CH:4][CH:3]=1.N1(CCNC2N=C3N(COCC[Si](C)(C)C)N=C(C4C=CC=CC=4)C3=CN=2)CCOCC1.C(O)(C(F)(F)F)=O, predict the reaction product. The product is: [CH2:1]([NH:8][C:9]1[CH:10]=[C:11]([C:15]2[C:23]3[C:18](=[N:19][C:20]([NH:24][CH2:25][CH2:26][N:27]4[CH2:28][CH2:29][O:30][CH2:31][CH2:32]4)=[N:21][CH:22]=3)[NH:17][N:16]=2)[CH:12]=[CH:13][CH:14]=1)[C:2]1[CH:7]=[CH:6][CH:5]=[CH:4][CH:3]=1.